Dataset: NCI-60 drug combinations with 297,098 pairs across 59 cell lines. Task: Regression. Given two drug SMILES strings and cell line genomic features, predict the synergy score measuring deviation from expected non-interaction effect. (1) Drug 1: CN(CC1=CN=C2C(=N1)C(=NC(=N2)N)N)C3=CC=C(C=C3)C(=O)NC(CCC(=O)O)C(=O)O. Drug 2: CC1C(C(CC(O1)OC2CC(CC3=C2C(=C4C(=C3O)C(=O)C5=C(C4=O)C(=CC=C5)OC)O)(C(=O)CO)O)N)O.Cl. Cell line: COLO 205. Synergy scores: CSS=55.3, Synergy_ZIP=-8.74, Synergy_Bliss=-11.7, Synergy_Loewe=-9.81, Synergy_HSA=-6.83. (2) Drug 1: CC1=CC2C(CCC3(C2CCC3(C(=O)C)OC(=O)C)C)C4(C1=CC(=O)CC4)C. Drug 2: C#CCC(CC1=CN=C2C(=N1)C(=NC(=N2)N)N)C3=CC=C(C=C3)C(=O)NC(CCC(=O)O)C(=O)O. Cell line: NCI-H522. Synergy scores: CSS=0.493, Synergy_ZIP=-0.476, Synergy_Bliss=-2.17, Synergy_Loewe=-2.25, Synergy_HSA=-2.04. (3) Drug 1: CC(C)(C#N)C1=CC(=CC(=C1)CN2C=NC=N2)C(C)(C)C#N. Drug 2: CCCCCOC(=O)NC1=NC(=O)N(C=C1F)C2C(C(C(O2)C)O)O. Cell line: HT29. Synergy scores: CSS=-1.80, Synergy_ZIP=1.85, Synergy_Bliss=3.58, Synergy_Loewe=-8.37, Synergy_HSA=-3.70. (4) Drug 1: CC1OCC2C(O1)C(C(C(O2)OC3C4COC(=O)C4C(C5=CC6=C(C=C35)OCO6)C7=CC(=C(C(=C7)OC)O)OC)O)O. Drug 2: C(CC(=O)O)C(=O)CN.Cl. Cell line: NCI/ADR-RES. Synergy scores: CSS=0.782, Synergy_ZIP=0.205, Synergy_Bliss=-2.72, Synergy_Loewe=-3.08, Synergy_HSA=-3.75. (5) Drug 1: CN(C)C1=NC(=NC(=N1)N(C)C)N(C)C. Drug 2: CNC(=O)C1=NC=CC(=C1)OC2=CC=C(C=C2)NC(=O)NC3=CC(=C(C=C3)Cl)C(F)(F)F. Synergy scores: CSS=13.8, Synergy_ZIP=-13.3, Synergy_Bliss=-15.9, Synergy_Loewe=-55.9, Synergy_HSA=-17.6. Cell line: UO-31. (6) Drug 1: CC1=C(C(=O)C2=C(C1=O)N3CC4C(C3(C2COC(=O)N)OC)N4)N. Drug 2: C(CCl)NC(=O)N(CCCl)N=O. Cell line: HOP-62. Synergy scores: CSS=14.5, Synergy_ZIP=-0.451, Synergy_Bliss=8.03, Synergy_Loewe=6.84, Synergy_HSA=8.50.